Dataset: Forward reaction prediction with 1.9M reactions from USPTO patents (1976-2016). Task: Predict the product of the given reaction. (1) Given the reactants [NH2:1][C:2]1[N:7]=[C:6]([C:8]2[O:9][CH:10]=[CH:11][CH:12]=2)[C:5]([C:13]2[CH:14]=[CH:15][C:16](=[O:19])[NH:17][CH:18]=2)=[C:4]([C:20]2[O:21][CH:22]=[CH:23][CH:24]=2)[N:3]=1.[CH2:25](I)[CH3:26], predict the reaction product. The product is: [NH2:1][C:2]1[N:3]=[C:4]([C:20]2[O:21][CH:22]=[CH:23][CH:24]=2)[C:5]([C:13]2[CH:14]=[CH:15][C:16](=[O:19])[N:17]([CH2:25][CH3:26])[CH:18]=2)=[C:6]([C:8]2[O:9][CH:10]=[CH:11][CH:12]=2)[N:7]=1. (2) Given the reactants [NH2:1][C@H:2]([C:9]([OH:11])=[O:10])[CH2:3][C:4]1[N:8]=[CH:7][NH:6][CH:5]=1.[OH-].[Na+].[CH:14](=O)[CH2:15][CH3:16].Cl, predict the reaction product. The product is: [CH2:15]([C@H:16]1[C:5]2[NH:6][CH:7]=[N:8][C:4]=2[CH2:3][C@@H:2]([C:9]([OH:11])=[O:10])[NH:1]1)[CH3:14]. (3) Given the reactants C([SiH](C(C)C)C(C)C)(C)C.[CH2:11]([O:18][C@@H:19]1[C@@H:25]([O:26][CH2:27][C:28]2[CH:33]=[CH:32][CH:31]=[CH:30][CH:29]=2)[C@H:24]([O:34][CH2:35][C:36]2[CH:41]=[CH:40][CH:39]=[CH:38][CH:37]=2)[C@@H:23]([CH2:42][O:43][CH2:44][C:45]2[CH:50]=[CH:49][CH:48]=[CH:47][CH:46]=2)[O:22][C:20]1([C:51]1[CH:56]=[CH:55][CH:54]=[C:53]([CH2:57][C:58]2[C:67]3[C:61]([CH:62]=[CH:63][CH:64]=[CH:65][CH:66]=3)=[C:60]([CH3:68])[CH:59]=2)[CH:52]=1)O)[C:12]1[CH:17]=[CH:16][CH:15]=[CH:14][CH:13]=1.C(=O)([O-])[O-].[K+].[K+], predict the reaction product. The product is: [CH2:11]([O:18][C@@H:19]1[C@@H:25]([O:26][CH2:27][C:28]2[CH:29]=[CH:30][CH:31]=[CH:32][CH:33]=2)[C@H:24]([O:34][CH2:35][C:36]2[CH:41]=[CH:40][CH:39]=[CH:38][CH:37]=2)[C@@H:23]([CH2:42][O:43][CH2:44][C:45]2[CH:46]=[CH:47][CH:48]=[CH:49][CH:50]=2)[O:22][C@H:20]1[C:51]1[CH:56]=[CH:55][CH:54]=[C:53]([CH2:57][C:58]2[C:67]3[C:61]([CH:62]=[CH:63][CH:64]=[CH:65][CH:66]=3)=[C:60]([CH3:68])[CH:59]=2)[CH:52]=1)[C:12]1[CH:17]=[CH:16][CH:15]=[CH:14][CH:13]=1. (4) Given the reactants [CH3:1][C:2]1[CH:9]=[CH:8][CH:7]=[CH:6][C:3]=1[CH:4]=O.N1C=CC=CC=1.C(O)(=O)[CH2:17][C:18]([OH:20])=[O:19].Cl, predict the reaction product. The product is: [CH3:1][C:2]1[CH:9]=[CH:8][CH:7]=[CH:6][C:3]=1[CH:4]=[CH:17][C:18]([OH:20])=[O:19]. (5) Given the reactants [C:1]1([C:7]2[NH:8][CH:9]=[CH:10][C:11]=2[C:12]([OH:14])=O)[CH:6]=[CH:5][CH:4]=[CH:3][CH:2]=1.[CH3:15][O:16][C:17]1[CH:18]=[C:19]([N:25]2[CH2:30][CH2:29][NH:28][CH2:27][CH2:26]2)[CH:20]=[C:21]([O:23][CH3:24])[CH:22]=1.Cl.CN(C)CCCN=C=NCC.O.ON1C2C=CC=CC=2N=N1, predict the reaction product. The product is: [CH3:15][O:16][C:17]1[CH:18]=[C:19]([N:25]2[CH2:26][CH2:27][N:28]([C:12]([C:11]3[CH:10]=[CH:9][NH:8][C:7]=3[C:1]3[CH:2]=[CH:3][CH:4]=[CH:5][CH:6]=3)=[O:14])[CH2:29][CH2:30]2)[CH:20]=[C:21]([O:23][CH3:24])[CH:22]=1.